Dataset: Catalyst prediction with 721,799 reactions and 888 catalyst types from USPTO. Task: Predict which catalyst facilitates the given reaction. (1) Reactant: [C:1]([N:8]1[CH:12]=[CH:11][N:10]=[CH:9]1)(N1C=CN=C1)=[S:2].N[C:14]1C=NC=C[C:19]=1[C:20]1[CH:21]=[C:22]([NH:27][C:28](=[O:34])[O:29][C:30]([CH3:33])([CH3:32])[CH3:31])[CH:23]=[C:24]([CH3:26])[CH:25]=1. Product: [N:8]([C:12]1[CH:11]=[N:10][CH:9]=[CH:14][C:19]=1[C:20]1[CH:21]=[C:22]([NH:27][C:28](=[O:34])[O:29][C:30]([CH3:32])([CH3:31])[CH3:33])[CH:23]=[C:24]([CH3:26])[CH:25]=1)=[C:1]=[S:2]. The catalyst class is: 49. (2) Reactant: I[CH2:2][C:3]([C:5]1[CH:10]=[CH:9][CH:8]=[CH:7][CH:6]=1)=[O:4].OC1C(OS(C2C=CC(C)=CC=2)(=O)=O)=C([I:18])C=CC=1.[OH2:30]. Product: [OH:30][CH2:2][C:3]([C:5]1[CH:10]=[CH:9][CH:8]=[CH:7][C:6]=1[I:18])=[O:4]. The catalyst class is: 16.